Dataset: CYP2D6 inhibition data for predicting drug metabolism from PubChem BioAssay. Task: Regression/Classification. Given a drug SMILES string, predict its absorption, distribution, metabolism, or excretion properties. Task type varies by dataset: regression for continuous measurements (e.g., permeability, clearance, half-life) or binary classification for categorical outcomes (e.g., BBB penetration, CYP inhibition). Dataset: cyp2d6_veith. (1) The molecule is c1ccc2c3c([nH]c2c1)[C@@H]1[C@H]2CC[C@H]([C@H]4CCCN[C@@H]24)N1CC3. The result is 1 (inhibitor). (2) The molecule is O=C1NCN(c2ccccc2)C12CCN(C[C@H]1COc3ccccc3O1)CC2. The result is 1 (inhibitor). (3) The drug is COc1ccc(CNc2ncnc3ccc(-c4cccc(C#N)c4)cc23)c(OC)c1. The result is 0 (non-inhibitor). (4) The compound is COc1ccc(CCN2CC(O)=C(c3nc(C)cs3)C2=N)cc1OC. The result is 0 (non-inhibitor). (5) The molecule is COc1cccc(C(c2c(C)[nH]n(-c3ccccc3)c2=O)c2c(C)[nH]n(-c3ccccc3)c2=O)c1O. The result is 0 (non-inhibitor). (6) The compound is Cc1ccc(Nc2nc(Cl)nc(N(C)C#N)n2)cc1. The result is 0 (non-inhibitor). (7) The molecule is CCOC(=O)c1c(-c2ccc(C)cc2)csc1NC(=O)C1CC=CCC1C(=O)O. The result is 0 (non-inhibitor). (8) The molecule is COc1ncc2nc(-c3ccccc3)c(=O)n(C)c2n1. The result is 0 (non-inhibitor). (9) The drug is CCOc1ccc(C(=O)Nc2ccc(NC(=O)c3ccco3)c(Cl)c2)cc1Br. The result is 0 (non-inhibitor).